Dataset: Reaction yield outcomes from USPTO patents with 853,638 reactions. Task: Predict the reaction yield, written as a fraction of the theoretical maximum amount of product (1.0 means a 100% yield; for example, 0.34 means a 34% yield). (1) The reactants are C(NC1C=CC(C2C=C3C(CN([C@@H](C(C)C)C(O)=O)C3=O)=CC=2)=CC=1)(=O)C1C=CC=CC=1.[CH3:33][CH:34]([CH3:73])[C@H:35]([N:40]1[CH2:48][C:47]2[C:42](=[CH:43][C:44]([C:49]3[CH:54]=[CH:53][C:52]([NH:55][C:56]([C:58]4[CH:67]=[CH:66][C:65]5[C:64]([CH3:69])([CH3:68])[CH2:63][CH2:62][C:61]([CH3:71])([CH3:70])[C:60]=5[CH:59]=4)=[O:57])=[CH:51][CH:50]=3)=[CH:45][CH:46]=2)[C:41]1=[O:72])[C:36]([O:38]C)=[O:37]. No catalyst specified. The product is [CH3:33][CH:34]([CH3:73])[C@H:35]([N:40]1[CH2:48][C:47]2[C:42](=[CH:43][C:44]([C:49]3[CH:50]=[CH:51][C:52]([NH:55][C:56]([C:58]4[CH:67]=[CH:66][C:65]5[C:64]([CH3:69])([CH3:68])[CH2:63][CH2:62][C:61]([CH3:71])([CH3:70])[C:60]=5[CH:59]=4)=[O:57])=[CH:53][CH:54]=3)=[CH:45][CH:46]=2)[C:41]1=[O:72])[C:36]([OH:38])=[O:37]. The yield is 0.770. (2) The reactants are [F:1][C:2]1[CH:7]=[CH:6][CH:5]=[C:4]([F:8])[C:3]=1[N:9]1[C:14]2[N:15]=[C:16](S(C)=O)[N:17]=[C:18]([C:19]3[CH:20]=[C:21]([CH:28]=[CH:29][C:30]=3[CH3:31])[C:22]([NH:24][CH:25]([CH3:27])[CH3:26])=[O:23])[C:13]=2[CH2:12][NH:11][C:10]1=[O:35].[NH:36]1[CH2:40][CH2:39][CH2:38][CH2:37]1. The catalyst is C(Cl)Cl. The product is [F:1][C:2]1[CH:7]=[CH:6][CH:5]=[C:4]([F:8])[C:3]=1[N:9]1[C:14]2[N:15]=[C:16]([N:36]3[CH2:40][CH2:39][CH2:38][CH2:37]3)[N:17]=[C:18]([C:19]3[CH:20]=[C:21]([CH:28]=[CH:29][C:30]=3[CH3:31])[C:22]([NH:24][CH:25]([CH3:27])[CH3:26])=[O:23])[C:13]=2[CH2:12][NH:11][C:10]1=[O:35]. The yield is 0.670. (3) The reactants are [CH2:1]([C:3]1[CH:11]=[CH:10][C:6]([C:7](Cl)=[O:8])=[CH:5][CH:4]=1)[CH3:2].[C:12]1([O:18][CH3:19])[CH:17]=[CH:16][CH:15]=[CH:14][CH:13]=1.[Cl-].[Al+3].[Cl-].[Cl-]. The catalyst is C(Cl)Cl. The product is [CH2:1]([C:3]1[CH:11]=[CH:10][C:6]([C:7]([C:15]2[CH:16]=[CH:17][C:12]([O:18][CH3:19])=[CH:13][CH:14]=2)=[O:8])=[CH:5][CH:4]=1)[CH3:2]. The yield is 1.00. (4) The reactants are [F:1][C:2]1[C:3]([NH:9][C:10](=[O:18])[C:11]2[CH:16]=[CH:15][C:14]([CH3:17])=[CH:13][CH:12]=2)=[N:4][C:5]([OH:8])=[N:6][CH:7]=1.[C:19]([O-])([O-])=O.[K+].[K+].IC. The catalyst is CN(C=O)C. The product is [F:1][C:2]1[C:3]([NH:9][C:10](=[O:18])[C:11]2[CH:16]=[CH:15][C:14]([CH3:17])=[CH:13][CH:12]=2)=[N:4][C:5](=[O:8])[N:6]([CH3:19])[CH:7]=1. The yield is 0.0800. (5) The reactants are Cl.[Cl:2][C:3]1[C:8]([C:9](Cl)=[O:10])=[CH:7][N:6]=[CH:5][CH:4]=1.[CH3:12][NH2:13]. The catalyst is C1COCC1. The product is [Cl:2][C:3]1[CH:4]=[CH:5][N:6]=[CH:7][C:8]=1[C:9]([NH:13][CH3:12])=[O:10]. The yield is 0.240.